From a dataset of Reaction yield outcomes from USPTO patents with 853,638 reactions. Predict the reaction yield, written as a fraction of the theoretical maximum amount of product (1.0 means a 100% yield; for example, 0.34 means a 34% yield). (1) The reactants are [Cl:1][C:2]1[CH:3]=[C:4]([C@@H:12]([CH2:21][CH:22]2[CH2:26][CH2:25][CH2:24][CH2:23]2)[C:13]([NH:15][C:16]2[CH:20]=[CH:19][NH:18][N:17]=2)=[O:14])[CH:5]=[CH:6][C:7]=1[S:8]([CH3:11])(=[O:10])=[O:9].[CH3:27][N:28]=[C:29]=[O:30].N1C=CC=N1. The catalyst is CN(C)C=O.C(OCC)(=O)C. The product is [CH3:27][NH:28][C:29]([N:18]1[CH:19]=[CH:20][C:16]([NH:15][C:13](=[O:14])[C@@H:12]([C:4]2[CH:5]=[CH:6][C:7]([S:8]([CH3:11])(=[O:10])=[O:9])=[C:2]([Cl:1])[CH:3]=2)[CH2:21][CH:22]2[CH2:23][CH2:24][CH2:25][CH2:26]2)=[N:17]1)=[O:30]. The yield is 0.140. (2) The reactants are [NH2:1][C:2]1[CH:26]=[CH:25][C:5]([O:6][C:7]2[N:12]=[CH:11][N:10]=[C:9]([NH:13][C:14](=[O:24])[N:15]([CH3:23])[CH:16]3[CH2:21][CH2:20][N:19]([CH3:22])[CH2:18][CH2:17]3)[CH:8]=2)=[C:4]([F:27])[CH:3]=1.CC1(C)C2(CS(O)(=O)=O)C(CC1CC2)=O.[C:43]1([CH2:49][C:50]([N:52]=[C:53]=[S:54])=[O:51])[CH:48]=[CH:47][CH:46]=[CH:45][CH:44]=1.C(OCC)C. The catalyst is C(O)C.CCCCCC. The product is [F:27][C:4]1[CH:3]=[C:2]([NH:1][C:53]([NH:52][C:50](=[O:51])[CH2:49][C:43]2[CH:44]=[CH:45][CH:46]=[CH:47][CH:48]=2)=[S:54])[CH:26]=[CH:25][C:5]=1[O:6][C:7]1[N:12]=[CH:11][N:10]=[C:9]([NH:13][C:14](=[O:24])[N:15]([CH3:23])[CH:16]2[CH2:21][CH2:20][N:19]([CH3:22])[CH2:18][CH2:17]2)[CH:8]=1. The yield is 0.168. (3) The reactants are C(OC([N:8]1[CH2:13][CH2:12][CH:11]([CH2:14][C:15](=[O:37])[NH:16][C:17]2[CH:18]=[C:19]3[C:35](=[O:36])[NH:34][N:33]=[CH:32][C:21]4=[C:22]([C:26]5[CH:31]=[CH:30][CH:29]=[CH:28][CH:27]=5)[NH:23][C:24]([CH:25]=2)=[C:20]34)[CH2:10][CH2:9]1)=O)(C)(C)C.[C:38]([OH:44])([C:40]([F:43])([F:42])[F:41])=[O:39]. The catalyst is C(Cl)Cl. The product is [F:41][C:40]([F:43])([F:42])[C:38]([OH:44])=[O:39].[O:36]=[C:35]1[C:19]2[C:20]3[C:21](=[C:22]([C:26]4[CH:31]=[CH:30][CH:29]=[CH:28][CH:27]=4)[NH:23][C:24]=3[CH:25]=[C:17]([NH:16][C:15](=[O:37])[CH2:14][CH:11]3[CH2:10][CH2:9][NH:8][CH2:13][CH2:12]3)[CH:18]=2)[CH:32]=[N:33][NH:34]1. The yield is 0.910. (4) The product is [NH2:21][C:3]1[C:4](=[O:20])[N:5]([CH2:12][C:13]2[CH:18]=[CH:17][C:16]([Cl:19])=[CH:15][CH:14]=2)[C:6](=[O:11])[N:7]([CH2:8][CH2:9][CH3:10])[C:2]=1[NH2:1]. The catalyst is C(#N)C. The yield is 0.850. The reactants are [NH2:1][C:2]1[N:7]([CH2:8][CH2:9][CH3:10])[C:6](=[O:11])[N:5]([CH2:12][C:13]2[CH:18]=[CH:17][C:16]([Cl:19])=[CH:15][CH:14]=2)[C:4](=[O:20])[C:3]=1[N:21]=O.N.S(S([O-])=O)([O-])=O.[Na+].[Na+]. (5) The reactants are [N:1]1([CH2:7][CH2:8][NH2:9])[CH2:6][CH2:5][CH2:4][CH2:3][CH2:2]1.Cl[C:11]1[N:12]=[N+:13]([O-:24])[C:14]2[CH:20]=[C:19]([O:21][CH3:22])[C:18]([CH3:23])=[CH:17][C:15]=2[N:16]=1. The catalyst is COCCOC. The product is [CH3:22][O:21][C:19]1[C:18]([CH3:23])=[CH:17][C:15]2[N:16]=[C:11]([NH:9][CH2:8][CH2:7][N:1]3[CH2:6][CH2:5][CH2:4][CH2:3][CH2:2]3)[N:12]=[N+:13]([O-:24])[C:14]=2[CH:20]=1. The yield is 0.870. (6) The reactants are Br[C:2]1[CH:7]=[CH:6][C:5]([CH:8]([O:10][CH3:11])[CH3:9])=[CH:4][CH:3]=1.[CH3:12][C:13]1([CH3:29])[C:17]([CH3:19])([CH3:18])[O:16][B:15]([B:15]2[O:16][C:17]([CH3:19])([CH3:18])[C:13]([CH3:29])([CH3:12])[O:14]2)[O:14]1.C([O-])(=O)C.[K+].O. The product is [CH3:11][O:10][CH:8]([C:5]1[CH:6]=[CH:7][C:2]([B:15]2[O:16][C:17]([CH3:19])([CH3:18])[C:13]([CH3:29])([CH3:12])[O:14]2)=[CH:3][CH:4]=1)[CH3:9]. The catalyst is CN(C)C=O.C([O-])(=O)C.[Pd+2].C([O-])(=O)C. The yield is 0.240.